Task: Predict the product of the given reaction.. Dataset: Forward reaction prediction with 1.9M reactions from USPTO patents (1976-2016) (1) Given the reactants [C:1]([C:4]1[CH:5]=[C:6]([Cl:21])[C:7]([CH3:20])=[C:8]([C:18]#[N:19])[C:9]=1[C:10]1[CH:15]=[C:14]([F:16])[CH:13]=[C:12]([F:17])[CH:11]=1)(=[O:3])[CH3:2].[OH-:22].[K+].Cl, predict the reaction product. The product is: [C:1]([C:4]1[CH:5]=[C:6]([Cl:21])[C:7]([CH3:20])=[C:8]([C:18]([NH2:19])=[O:22])[C:9]=1[C:10]1[CH:11]=[C:12]([F:17])[CH:13]=[C:14]([F:16])[CH:15]=1)(=[O:3])[CH3:2]. (2) Given the reactants Cl.Cl.[NH2:3][C:4]1[CH:9]=[CH:8][N:7]=[C:6](/[CH:10]=[CH:11]\[C:12]2[CH:13]=[C:14]([NH:18][C:19]3[C:24]([Cl:25])=[CH:23][N:22]=[C:21](Cl)[N:20]=3)[CH:15]=[CH:16][CH:17]=2)[CH:5]=1.C(N(CC)CC)C.CC1(C)C2C=CC=C(P(C3C=CC=CC=3)C3C=CC=CC=3)C=2OC2C1=CC=CC=2P(C1C=CC=CC=1)C1C=CC=CC=1.C(=O)([O-])[O-].[Cs+].[Cs+], predict the reaction product. The product is: [Cl:25][C:24]1[CH:23]=[N:22][C:21]2[NH:3][C:4]3[CH:9]=[CH:8][N:7]=[C:6]([CH:5]=3)[CH:10]=[CH:11][C:12]3[CH:13]=[C:14]([NH:18][C:19]=1[N:20]=2)[CH:15]=[CH:16][CH:17]=3. (3) Given the reactants [O:1]=[C:2]1[C:10]2[C:5](=[CH:6][CH:7]=[CH:8][CH:9]=2)[C:4](=[O:11])[N:3]1[CH2:12]/[CH:13]=[C:14](\[CH3:20])/[C:15]([O:17][CH2:18][CH3:19])=[O:16], predict the reaction product. The product is: [O:1]=[C:2]1[C:10]2[C:5](=[CH:6][CH:7]=[CH:8][CH:9]=2)[C:4](=[O:11])[N:3]1[CH2:12][CH2:13][CH:14]([CH3:20])[C:15]([O:17][CH2:18][CH3:19])=[O:16].